From a dataset of Reaction yield outcomes from USPTO patents with 853,638 reactions. Predict the reaction yield, written as a fraction of the theoretical maximum amount of product (1.0 means a 100% yield; for example, 0.34 means a 34% yield). (1) The reactants are C([SiH](CC)CC)C.[Cl:8][CH2:9][CH2:10][C:11]([C:13]1[CH:22]=[CH:21][C:16]2[NH:17][C:18](=[O:20])[S:19][C:15]=2[CH:14]=1)=O. The catalyst is FC(F)(F)C(O)=O. The product is [Cl:8][CH2:9][CH2:10][CH2:11][C:13]1[CH:22]=[CH:21][C:16]2[NH:17][C:18](=[O:20])[S:19][C:15]=2[CH:14]=1. The yield is 0.720. (2) The reactants are [N:1]1([C:6]2[N:11]=[C:10](/[CH:12]=[N:13]/O)[CH:9]=[CH:8][CH:7]=2)[CH2:5][CH2:4][CH2:3][CH2:2]1. The catalyst is CC(O)=O.[Zn]. The product is [N:1]1([C:6]2[N:11]=[C:10]([CH2:12][NH2:13])[CH:9]=[CH:8][CH:7]=2)[CH2:2][CH2:3][CH2:4][CH2:5]1. The yield is 0.790. (3) The reactants are [C:1]1([C:21]2[CH:26]=[CH:25][CH:24]=[CH:23][CH:22]=2)[CH:6]=[CH:5][C:4]([C:7]2[CH:8]=[C:9]3[C:13](=[CH:14][C:15]=2[Cl:16])[NH:12][CH:11]=[C:10]3[C:17]([O:19]C)=[O:18])=[CH:3][CH:2]=1.[OH-].[Na+].Cl. The catalyst is CO. The product is [C:1]1([C:21]2[CH:22]=[CH:23][CH:24]=[CH:25][CH:26]=2)[CH:6]=[CH:5][C:4]([C:7]2[CH:8]=[C:9]3[C:13](=[CH:14][C:15]=2[Cl:16])[NH:12][CH:11]=[C:10]3[C:17]([OH:19])=[O:18])=[CH:3][CH:2]=1. The yield is 0.350. (4) The reactants are Cl[C:2]1[S:3][C:4]2[CH:10]=[CH:9][CH:8]=[CH:7][C:5]=2[N:6]=1.ClC1OC2C=CC=CC=2N=1.[CH:21]1([CH2:24][CH2:25][NH:26][C:27]([C:29]2[N:30]=[N:31][C:32]([N:35]3[CH2:40][CH2:39][NH:38][CH2:37][CH2:36]3)=[CH:33][CH:34]=2)=[O:28])[CH2:23][CH2:22]1. No catalyst specified. The product is [CH:21]1([CH2:24][CH2:25][NH:26][C:27]([C:29]2[N:30]=[N:31][C:32]([N:35]3[CH2:40][CH2:39][N:38]([C:2]4[S:3][C:4]5[CH:10]=[CH:9][CH:8]=[CH:7][C:5]=5[N:6]=4)[CH2:37][CH2:36]3)=[CH:33][CH:34]=2)=[O:28])[CH2:23][CH2:22]1. The yield is 0.270.